This data is from Reaction yield outcomes from USPTO patents with 853,638 reactions. The task is: Predict the reaction yield, written as a fraction of the theoretical maximum amount of product (1.0 means a 100% yield; for example, 0.34 means a 34% yield). (1) The reactants are [Cl:1][CH2:2][CH2:3][C:4]([C:6]1[CH:11]=[CH:10][CH:9]=[CH:8][CH:7]=1)=[O:5].[NH4+].[Cl-].[CH2:14](Br)[CH:15]=[CH2:16]. The catalyst is C1COCC1.[Zn]. The product is [Cl:1][CH2:2][CH2:3][C:4]([C:6]1[CH:11]=[CH:10][CH:9]=[CH:8][CH:7]=1)([OH:5])[CH2:16][CH:15]=[CH2:14]. The yield is 0.970. (2) The reactants are [F:1][C:2]1[CH:7]=[C:6]([N:8]([CH2:21][C:22]2[CH:23]=[C:24]([C:28]3[C:33]([CH3:34])=[CH:32][C:31]([O:35][CH2:36][C:37]4([OH:43])[CH2:42][CH2:41][S:40][CH2:39][CH2:38]4)=[CH:30][C:29]=3[CH3:44])[CH:25]=[CH:26][CH:27]=2)[S:9]([C:12]2[CH:17]=[CH:16][CH:15]=[CH:14][C:13]=2[N+:18]([O-:20])=[O:19])(=[O:11])=[O:10])[CH:5]=[CH:4][C:3]=1[CH2:45][CH2:46][C:47]([O:49][CH2:50][CH3:51])=[O:48].ClC1C=CC=C(C(OO)=[O:60])C=1. The catalyst is C(OCC)(=O)C. The product is [F:1][C:2]1[CH:7]=[C:6]([N:8]([CH2:21][C:22]2[CH:23]=[C:24]([C:28]3[C:33]([CH3:34])=[CH:32][C:31]([O:35][CH2:36][C:37]4([OH:43])[CH2:42][CH2:41][S:40](=[O:60])[CH2:39][CH2:38]4)=[CH:30][C:29]=3[CH3:44])[CH:25]=[CH:26][CH:27]=2)[S:9]([C:12]2[CH:17]=[CH:16][CH:15]=[CH:14][C:13]=2[N+:18]([O-:20])=[O:19])(=[O:10])=[O:11])[CH:5]=[CH:4][C:3]=1[CH2:45][CH2:46][C:47]([O:49][CH2:50][CH3:51])=[O:48]. The yield is 0.600. (3) The reactants are [NH2:1][C:2]1[CH:30]=[CH:29][C:5]([O:6][C:7]2[CH:12]=[CH:11][N:10]=[C:9]([NH:13][C:14]([N:16]3[CH2:21][CH2:20][CH:19]([N:22]4[CH2:27][CH2:26][N:25]([CH3:28])[CH2:24][CH2:23]4)[CH2:18][CH2:17]3)=[O:15])[CH:8]=2)=[CH:4][CH:3]=1.C12(CS(O)(=O)=O)C(C)(C)C(CC1)CC2=O.[C:46]1([CH2:52][C:53]([N:55]=[C:56]=[S:57])=[O:54])[CH:51]=[CH:50][CH:49]=[CH:48][CH:47]=1. The catalyst is C(O)C.C1(C)C=CC=CC=1. The product is [CH3:28][N:25]1[CH2:24][CH2:23][N:22]([CH:19]2[CH2:18][CH2:17][N:16]([C:14]([NH:13][C:9]3[CH:8]=[C:7]([O:6][C:5]4[CH:4]=[CH:3][C:2]([NH:1][C:56]([NH:55][C:53](=[O:54])[CH2:52][C:46]5[CH:47]=[CH:48][CH:49]=[CH:50][CH:51]=5)=[S:57])=[CH:30][CH:29]=4)[CH:12]=[CH:11][N:10]=3)=[O:15])[CH2:21][CH2:20]2)[CH2:27][CH2:26]1. The yield is 0.260. (4) The reactants are [OH:1][CH2:2][C@H:3]([NH:6][C:7](=[O:13])[O:8][C:9]([CH3:12])([CH3:11])[CH3:10])[CH:4]=[CH2:5].[C@@H]1(N[C:21]([C:23]2C3C(=CC=CC=3)C=[CH:25][C:24]=2P(C2C=CC=CC=2)C2C=CC=CC=2)=[O:22])CCCC[C@H]1N[C:21]([C:23]1C2C(=CC=CC=2)C=[CH:25][C:24]=1P(C1C=CC=CC=1)C1C=CC=CC=1)=[O:22].C(B(CC)CC)C.C1COCC1.C(C1CO1)=C. The catalyst is CN(C)C1C=CN=CC=1.ClCCl.C([O-])(O)=O.[Na+].C1C=CC(/C=C/C(/C=C/C2C=CC=CC=2)=O)=CC=1.C1C=CC(/C=C/C(/C=C/C2C=CC=CC=2)=O)=CC=1.C1C=CC(/C=C/C(/C=C/C2C=CC=CC=2)=O)=CC=1.[Pd].[Pd]. The product is [OH:22][CH2:21][CH:23]([O:1][CH2:2][C@H:3]([NH:6][C:7](=[O:13])[O:8][C:9]([CH3:12])([CH3:11])[CH3:10])[CH:4]=[CH2:5])[CH:24]=[CH2:25]. The yield is 0.490. (5) The reactants are CS([C:5]1[N:10]=[C:9]([C:11]2[C:12]([CH3:22])=[N:13][N:14]([C:16]3[CH:21]=[CH:20][CH:19]=[CH:18][CH:17]=3)[CH:15]=2)[CH:8]=[CH:7][N:6]=1)(=O)=O. The catalyst is NC1C=CC=CC=1. The product is [CH3:22][C:12]1[C:11]([C:9]2[CH:8]=[CH:7][N:6]=[C:5]([NH:14][C:16]3[CH:21]=[CH:20][CH:19]=[CH:18][CH:17]=3)[N:10]=2)=[CH:15][N:14]([C:16]2[CH:21]=[CH:20][CH:19]=[CH:18][CH:17]=2)[N:13]=1. The yield is 0.580. (6) The reactants are [NH2:1][C:2]1[CH:19]=[CH:18][C:5]([O:6][C:7]2[C:12]3[N:13]=[CH:14][C:15](=[O:17])[NH:16][C:11]=3[N:10]=[CH:9][CH:8]=2)=[CH:4][C:3]=1[S:20][CH3:21].[F:22][C:23]1[CH:28]=[CH:27][C:26]([C:29]([F:32])([F:31])[F:30])=[CH:25][C:24]=1[N:33]=[C:34]=[O:35]. No catalyst specified. The product is [F:22][C:23]1[CH:28]=[CH:27][C:26]([C:29]([F:32])([F:31])[F:30])=[CH:25][C:24]=1[NH:33][C:34]([NH:1][C:2]1[CH:19]=[CH:18][C:5]([O:6][C:7]2[C:12]3[N:13]=[CH:14][C:15](=[O:17])[NH:16][C:11]=3[N:10]=[CH:9][CH:8]=2)=[CH:4][C:3]=1[S:20][CH3:21])=[O:35]. The yield is 0.620.